Dataset: Catalyst prediction with 721,799 reactions and 888 catalyst types from USPTO. Task: Predict which catalyst facilitates the given reaction. (1) Reactant: [C:1]([C:4]([OH:6])=[O:5])([OH:3])=[O:2].O.O.[Cl:9][C:10]1[CH:11]=[C:12]([N:17]2[C:25]3[CH2:24][CH2:23][CH2:22][CH:21]([CH2:26][CH2:27][N:28]4[CH2:33][CH2:32][CH:31]([C:34]5[CH:39]=[CH:38][CH:37]=[CH:36][CH:35]=5)[CH2:30][CH2:29]4)[C:20]=3[CH:19]=[N:18]2)[CH:13]=[CH:14][C:15]=1[Cl:16]. Product: [C:4]([OH:6])(=[O:5])[C:1]([OH:3])=[O:2].[Cl:9][C:10]1[CH:11]=[C:12]([N:17]2[C:25]3[CH2:24][CH2:23][CH2:22][CH:21]([CH2:26][CH2:27][N:28]4[CH2:29][CH2:30][CH:31]([C:34]5[CH:35]=[CH:36][CH:37]=[CH:38][CH:39]=5)[CH2:32][CH2:33]4)[C:20]=3[CH:19]=[N:18]2)[CH:13]=[CH:14][C:15]=1[Cl:16]. The catalyst class is: 21. (2) Reactant: Cl[C:2]1[C:3]2[N:4]([CH:10]=[CH:11][CH:12]=2)[N:5]=[CH:6][C:7]=1[C:8]#[N:9].[NH2:13][C@H:14]1[CH2:19][CH2:18][C@H:17]([OH:20])[CH2:16][CH2:15]1.CCN(C(C)C)C(C)C. Product: [OH:20][CH:17]1[CH2:18][CH2:19][CH:14]([NH:13][C:2]2[C:3]3[N:4]([CH:10]=[CH:11][CH:12]=3)[N:5]=[CH:6][C:7]=2[C:8]#[N:9])[CH2:15][CH2:16]1. The catalyst class is: 3. (3) Reactant: [NH2:1][CH2:2][C@@H:3]1[C@@H:11]([C@@:12]2([CH3:21])[CH2:17][CH2:16][C@H:15]([OH:18])[CH2:14][C@@H:13]2[CH2:19][OH:20])[CH2:10][CH2:9][C@@:8]2([CH3:22])[C@H:4]1[CH2:5][CH2:6][C:7]2=[CH2:23].C1CN([P+](ON2N=NC3C=CC=CC2=3)(N2CCCC2)N2CCCC2)CC1.F[P-](F)(F)(F)(F)F.[CH:57]1[C:66]2[C:61](=[CH:62][CH:63]=[CH:64][CH:65]=2)[CH:60]=[CH:59][C:58]=1[C:67](O)=[O:68].CCN(C(C)C)C(C)C. Product: [OH:18][C@H:15]1[CH2:16][CH2:17][C@@:12]([C@H:11]2[CH2:10][CH2:9][C@@:8]3([CH3:22])[C@@H:4]([CH2:5][CH2:6][C:7]3=[CH2:23])[C@@H:3]2[CH2:2][NH:1][C:67]([C:58]2[CH:59]=[CH:60][C:61]3[C:66](=[CH:65][CH:64]=[CH:63][CH:62]=3)[CH:57]=2)=[O:68])([CH3:21])[C@@H:13]([CH2:19][OH:20])[CH2:14]1. The catalyst class is: 329. (4) The catalyst class is: 18. Reactant: [Cl:1][CH2:2][CH2:3][O:4][C:5]1[CH:10]=[CH:9][CH:8]=[CH:7][C:6]=1[C:11]([NH:14][C:15]1[C:16](=[O:32])[N:17]([C:21]2[CH:22]=[C:23]([CH:27]=[C:28]([F:31])[C:29]=2[CH3:30])[C:24]([OH:26])=O)[CH:18]=[CH:19][N:20]=1)([CH3:13])[CH3:12].[B-](F)(F)(F)F.CN([C:41]([O:45][N:46]1N=NC2C1=CC=CC=2)=[N+](C)C)C.C(N(CC)C(C)C)(C)C.Cl.CON. Product: [Cl:1][CH2:2][CH2:3][O:4][C:5]1[CH:10]=[CH:9][CH:8]=[CH:7][C:6]=1[C:11]([NH:14][C:15]1[C:16](=[O:32])[N:17]([C:21]2[CH:22]=[C:23]([CH:27]=[C:28]([F:31])[C:29]=2[CH3:30])[C:24]([NH:46][O:45][CH3:41])=[O:26])[CH:18]=[CH:19][N:20]=1)([CH3:12])[CH3:13]. (5) Reactant: C(OC([N:8]1[CH2:13][CH2:12][CH:11]([O:14][C:15]2[CH:16]=[C:17]3[C:22](=[CH:23][C:24]=2[Cl:25])[C:21]([O:26]CC2C=CC=CC=2)=[N:20][CH:19]=[CH:18]3)[CH2:10][CH2:9]1)=O)(C)(C)C. Product: [ClH:25].[Cl:25][C:24]1[CH:23]=[C:22]2[C:17]([CH:18]=[CH:19][NH:20][C:21]2=[O:26])=[CH:16][C:15]=1[O:14][CH:11]1[CH2:12][CH2:13][NH:8][CH2:9][CH2:10]1. The catalyst class is: 5. (6) Reactant: [N:1]1[CH:6]=[CH:5][CH:4]=[N:3][C:2]=1[C:7]1([C:17]([OH:19])=[O:18])[CH2:16][CH2:15][C:10]2([O:14][CH2:13][CH2:12][O:11]2)[CH2:9][CH2:8]1.[C:20]([O-])([O-])=O.[K+].[K+].CI. Product: [CH3:20][O:18][C:17]([C:7]1([C:2]2[N:3]=[CH:4][CH:5]=[CH:6][N:1]=2)[CH2:8][CH2:9][C:10]2([O:14][CH2:13][CH2:12][O:11]2)[CH2:15][CH2:16]1)=[O:19]. The catalyst class is: 3. (7) Reactant: [F:1][C@H:2]1[C@H:7]([C:8]2[CH:13]=[CH:12][C:11]([O:14][CH3:15])=[C:10]([F:16])[CH:9]=2)[CH2:6][CH2:5][N:4](C(OC(C)(C)C)=O)[CH2:3]1.[ClH:24]. Product: [ClH:24].[F:1][C@H:2]1[C@H:7]([C:8]2[CH:13]=[CH:12][C:11]([O:14][CH3:15])=[C:10]([F:16])[CH:9]=2)[CH2:6][CH2:5][NH:4][CH2:3]1. The catalyst class is: 12.